From a dataset of NCI-60 drug combinations with 297,098 pairs across 59 cell lines. Regression. Given two drug SMILES strings and cell line genomic features, predict the synergy score measuring deviation from expected non-interaction effect. Drug 1: COC1=NC(=NC2=C1N=CN2C3C(C(C(O3)CO)O)O)N. Drug 2: C1C(C(OC1N2C=NC3=C2NC=NCC3O)CO)O. Cell line: SK-OV-3. Synergy scores: CSS=-5.90, Synergy_ZIP=6.13, Synergy_Bliss=5.12, Synergy_Loewe=-4.46, Synergy_HSA=-3.78.